Task: Predict the reaction yield, written as a fraction of the theoretical maximum amount of product (1.0 means a 100% yield; for example, 0.34 means a 34% yield).. Dataset: Reaction yield outcomes from USPTO patents with 853,638 reactions (1) The reactants are C[O:2][C:3](=[O:31])[C:4]1[CH:9]=[CH:8][C:7]([C:10]([CH2:28][CH3:29])([C:13]2[CH:18]=[CH:17][C:16]([C:19]#[C:20][C:21]3([OH:26])[CH2:25][CH2:24][CH2:23][CH2:22]3)=[C:15]([CH3:27])[CH:14]=2)[CH2:11][CH3:12])=[CH:6][C:5]=1[CH3:30].[OH-].[Li+]. The catalyst is O1CCOCC1.O. The product is [CH2:11]([C:10]([C:7]1[CH:8]=[CH:9][C:4]([C:3]([OH:31])=[O:2])=[C:5]([CH3:30])[CH:6]=1)([C:13]1[CH:18]=[CH:17][C:16]([C:19]#[C:20][C:21]2([OH:26])[CH2:25][CH2:24][CH2:23][CH2:22]2)=[C:15]([CH3:27])[CH:14]=1)[CH2:28][CH3:29])[CH3:12]. The yield is 0.680. (2) The reactants are [C:1]([O:5][C:6](=[O:32])[NH:7][C@H:8]1[CH2:13][CH2:12][C@@H:11]([NH:14][C:15]([C:17]2[C:18]([NH:24][CH:25]3[CH2:30][CH2:29][N:28]([CH3:31])[CH2:27][CH2:26]3)=[N:19][CH:20]=[C:21]([F:23])[CH:22]=2)=[O:16])[CH2:10][CH2:9]1)([CH3:4])([CH3:3])[CH3:2].[C:33](N1C=CN=C1)(N1C=CN=C1)=[O:34].[H-].[Na+]. The catalyst is CN(C)C=O. The product is [C:1]([O:5][C:6](=[O:32])[NH:7][C@H:8]1[CH2:13][CH2:12][C@@H:11]([N:14]2[C:15](=[O:16])[C:17]3[CH:22]=[C:21]([F:23])[CH:20]=[N:19][C:18]=3[N:24]([CH:25]3[CH2:26][CH2:27][N:28]([CH3:31])[CH2:29][CH2:30]3)[C:33]2=[O:34])[CH2:10][CH2:9]1)([CH3:4])([CH3:3])[CH3:2]. The yield is 0.770. (3) The reactants are [F:1][C:2]([F:47])([F:46])[C:3]1[CH:4]=[C:5]([N:13]([CH3:45])[C:14]([N:16]([CH3:44])[C@H:17]2[C@H:21]([C:22]3[CH:27]=[CH:26][C:25]([F:28])=[CH:24][CH:23]=3)[CH2:20][N:19]([C:29]([C@H:31]3[CH2:36][CH2:35][C@H:34]([NH:37][C:38](=[O:43])[CH2:39][CH2:40][CH2:41]Cl)[CH2:33][CH2:32]3)=[O:30])[CH2:18]2)=[O:15])[CH:6]=[C:7]([C:9]([F:12])([F:11])[F:10])[CH:8]=1.[H-].[Na+]. The catalyst is CN(C=O)C.O. The product is [F:1][C:2]([F:47])([F:46])[C:3]1[CH:4]=[C:5]([N:13]([CH3:45])[C:14]([N:16]([C@H:17]2[C@H:21]([C:22]3[CH:27]=[CH:26][C:25]([F:28])=[CH:24][CH:23]=3)[CH2:20][N:19]([C:29]([C@H:31]3[CH2:36][CH2:35][C@H:34]([N:37]4[CH2:41][CH2:40][CH2:39][C:38]4=[O:43])[CH2:33][CH2:32]3)=[O:30])[CH2:18]2)[CH3:44])=[O:15])[CH:6]=[C:7]([C:9]([F:12])([F:11])[F:10])[CH:8]=1. The yield is 0.760.